From a dataset of Serine/threonine kinase 33 screen with 319,792 compounds. Binary Classification. Given a drug SMILES string, predict its activity (active/inactive) in a high-throughput screening assay against a specified biological target. (1) The drug is O=C(CCc1ccccc1)c1c(O)cc(O)cc1O. The result is 0 (inactive). (2) The drug is S(=O)(=O)(NCC1OCCC1)c1c2c(nccc2)c(OCC)cc1. The result is 0 (inactive). (3) The drug is O=C(NC1CCCC1)C(N(Cc1ccccc1)C(=O)c1occc1)c1ccc(N2CCOCC2)cc1. The result is 0 (inactive). (4) The compound is O=C(N1CCCC1)CC(c1c2oc(=O)ccc2c(OC)cc1OC)c1cc2OCOc2cc1. The result is 0 (inactive).